From a dataset of Full USPTO retrosynthesis dataset with 1.9M reactions from patents (1976-2016). Predict the reactants needed to synthesize the given product. (1) Given the product [CH3:1][O:2][C:3](=[O:24])[CH2:4][CH:5]1[CH2:14][C:13]2[C:8](=[CH:9][C:10]([O:15][CH2:34][CH2:33][CH2:32][NH:31][C:30]([O:29][C:25]([CH3:26])([CH3:28])[CH3:27])=[O:36])=[CH:11][CH:12]=2)[N:7]([CH2:16][C:17]2[CH:22]=[CH:21][CH:20]=[CH:19][CH:18]=2)[C:6]1=[O:23], predict the reactants needed to synthesize it. The reactants are: [CH3:1][O:2][C:3](=[O:24])[CH2:4][CH:5]1[CH2:14][C:13]2[C:8](=[CH:9][C:10]([OH:15])=[CH:11][CH:12]=2)[N:7]([CH2:16][C:17]2[CH:22]=[CH:21][CH:20]=[CH:19][CH:18]=2)[C:6]1=[O:23].[C:25]([O:29][C:30](=[O:36])[NH:31][CH2:32][CH2:33][CH2:34]Br)([CH3:28])([CH3:27])[CH3:26]. (2) Given the product [Cl:24][C:7]1[CH:8]=[C:9]2[C:14](=[C:5]([C:3]([OH:2])=[O:4])[CH:6]=1)[NH:13][CH:12]([C:15]1[CH:20]=[CH:19][CH:18]=[C:17]([N:27]3[CH2:28][CH2:29][O:25][C:26]3=[O:30])[CH:16]=1)[CH2:11][C:10]2([CH3:23])[CH3:22], predict the reactants needed to synthesize it. The reactants are: C[O:2][C:3]([C:5]1[CH:6]=[C:7]([Cl:24])[CH:8]=[C:9]2[C:14]=1[NH:13][CH:12]([C:15]1[CH:20]=[CH:19][CH:18]=[C:17](Br)[CH:16]=1)[CH2:11][C:10]2([CH3:23])[CH3:22])=[O:4].[O:25]1[CH2:29][CH2:28][NH:27][C:26]1=[O:30].CNCCNC.C(=O)([O-])[O-].[K+].[K+]. (3) The reactants are: [OH:1][C:2]1[CH:3]=[C:4]2[C:8](=[CH:9][CH:10]=1)[N:7]([CH:11]1[CH2:16][CH2:15][CH2:14][CH2:13][O:12]1)[N:6]=[C:5]2[CH:17]=[O:18].C([O-])([O-])=O.[Cs+].[Cs+].Br[CH2:26][CH2:27][O:28][CH3:29]. Given the product [CH3:29][O:28][CH2:27][CH2:26][O:1][C:2]1[CH:3]=[C:4]2[C:8](=[CH:9][CH:10]=1)[N:7]([CH:11]1[CH2:16][CH2:15][CH2:14][CH2:13][O:12]1)[N:6]=[C:5]2[CH:17]=[O:18], predict the reactants needed to synthesize it. (4) Given the product [F:36][C:11]1[CH:10]=[C:9]([S:6]([NH2:5])(=[O:8])=[O:7])[CH:14]=[CH:13][C:12]=1[N:15]1[C:19]([CH2:20][C:21]2[CH:26]=[CH:25][CH:24]=[C:23]([CH3:27])[CH:22]=2)=[N:18][C:17]([CH2:28][CH2:29][C:30]2[CH:35]=[CH:34][CH:33]=[CH:32][N:31]=2)=[N:16]1, predict the reactants needed to synthesize it. The reactants are: CN(/C=[N:5]/[S:6]([C:9]1[CH:14]=[CH:13][C:12]([N:15]2[C:19]([CH2:20][C:21]3[CH:26]=[CH:25][CH:24]=[C:23]([CH3:27])[CH:22]=3)=[N:18][C:17](/[CH:28]=[CH:29]/[C:30]3[CH:35]=[CH:34][CH:33]=[CH:32][N:31]=3)=[N:16]2)=[C:11]([F:36])[CH:10]=1)(=[O:8])=[O:7])C. (5) Given the product [CH:1]([C:5]1[CH:10]=[CH:9][C:8]([S:18]([Cl:17])(=[O:20])=[O:19])=[CH:7][CH:6]=1)([CH2:3][CH3:4])[CH3:2], predict the reactants needed to synthesize it. The reactants are: [CH:1]([C:5]1[CH:10]=[CH:9][CH:8]=[CH:7][CH:6]=1)([CH2:3][CH3:4])[CH3:2].P(Cl)(Cl)(Cl)(Cl)Cl.[Cl:17][S:18](O)(=[O:20])=[O:19]. (6) The reactants are: [CH2:1]([C@@H:8]1[CH2:12][O:11][C:10](=[O:13])[NH:9]1)[C:2]1[CH:7]=[CH:6][CH:5]=[CH:4][CH:3]=1.[Li]CCCC.[Br:19][C:20]1[CH:25]=[CH:24][C:23]([CH2:26][C:27](Cl)=[O:28])=[CH:22][CH:21]=1. Given the product [CH2:1]([C@@H:8]1[CH2:12][O:11][C:10](=[O:13])[N:9]1[C:27](=[O:28])[CH2:26][C:23]1[CH:24]=[CH:25][C:20]([Br:19])=[CH:21][CH:22]=1)[C:2]1[CH:3]=[CH:4][CH:5]=[CH:6][CH:7]=1, predict the reactants needed to synthesize it.